Dataset: Full USPTO retrosynthesis dataset with 1.9M reactions from patents (1976-2016). Task: Predict the reactants needed to synthesize the given product. (1) Given the product [NH2:36][C:30]1[C:29]2[C:34](=[CH:35][C:26]([CH2:25][N:6]3[C:7](=[O:24])[CH2:8][N:9]([S:11]([C:14]4[S:18][C:17]5[CH:19]=[C:20]([Cl:23])[CH:21]=[CH:22][C:16]=5[CH:15]=4)(=[O:12])=[O:13])[CH2:10][CH:5]3[C:3]([OH:4])=[O:2])=[CH:27][CH:28]=2)[N:33]=[CH:32][N:31]=1, predict the reactants needed to synthesize it. The reactants are: C[O:2][C:3]([CH:5]1[CH2:10][N:9]([S:11]([C:14]2[S:18][C:17]3[CH:19]=[C:20]([Cl:23])[CH:21]=[CH:22][C:16]=3[CH:15]=2)(=[O:13])=[O:12])[CH2:8][C:7](=[O:24])[N:6]1[CH2:25][C:26]1[CH:35]=[C:34]2[C:29]([C:30]([NH2:36])=[N:31][CH:32]=[N:33]2)=[CH:28][CH:27]=1)=[O:4].C1COCC1.CO. (2) Given the product [NH2:6][C:7]1[C:16]2[N:17]=[C:18]([CH2:25][O:26][CH2:27][CH3:28])[N:19]([CH2:20][C:21]([CH3:23])([OH:24])[CH3:22])[C:15]=2[C:14]2[CH:13]=[CH:12][C:11]([CH2:29][CH2:30][C:31]([N:44]3[CH2:49][CH2:48][O:47][CH2:46][CH2:45]3)=[O:32])=[CH:10][C:9]=2[N:8]=1, predict the reactants needed to synthesize it. The reactants are: CN(C=O)C.[NH2:6][C:7]1[C:16]2[N:17]=[C:18]([CH2:25][O:26][CH2:27][CH3:28])[N:19]([CH2:20][C:21]([OH:24])([CH3:23])[CH3:22])[C:15]=2[C:14]2[CH:13]=[CH:12][C:11]([CH2:29][CH2:30][C:31](O)=[O:32])=[CH:10][C:9]=2[N:8]=1.ON1C2C=CC=CC=2N=N1.[NH:44]1[CH2:49][CH2:48][O:47][CH2:46][CH2:45]1. (3) The reactants are: C([Mg]Cl)(C)C.Br[C:7]1[C:8]([C:28]([F:31])([F:30])[F:29])=[N:9][N:10]([CH:22]2[CH2:27][CH2:26][CH2:25][CH2:24][CH2:23]2)[C:11]=1[C:12]1[CH:13]=[CH:14][C:15]2[O:20][CH2:19][CH2:18][CH2:17][C:16]=2[CH:21]=1.Cl[C:33](=[O:39])[C:34]([O:36][CH2:37][CH3:38])=[O:35]. Given the product [CH:22]1([N:10]2[C:11]([C:12]3[CH:13]=[CH:14][C:15]4[O:20][CH2:19][CH2:18][CH2:17][C:16]=4[CH:21]=3)=[C:7]([C:33](=[O:39])[C:34]([O:36][CH2:37][CH3:38])=[O:35])[C:8]([C:28]([F:31])([F:30])[F:29])=[N:9]2)[CH2:27][CH2:26][CH2:25][CH2:24][CH2:23]1, predict the reactants needed to synthesize it.